This data is from hERG potassium channel inhibition data for cardiac toxicity prediction from Karim et al.. The task is: Regression/Classification. Given a drug SMILES string, predict its toxicity properties. Task type varies by dataset: regression for continuous values (e.g., LD50, hERG inhibition percentage) or binary classification for toxic/non-toxic outcomes (e.g., AMES mutagenicity, cardiotoxicity, hepatotoxicity). Dataset: herg_karim. (1) The drug is O=C1COc2ccccc2N1CCCN1CCC(n2c(=O)[nH]c3ccncc32)CC1. The result is 0 (non-blocker). (2) The drug is O=C(N[C@@H]1COc2cccc(-c3ccc(CO)nc3)c2C1)c1ccc(OCCOCC(F)(F)F)nc1. The result is 0 (non-blocker). (3) The molecule is NC(=O)c1nnc(N[C@@H]2CCCC[C@@H]2N)cc1Nc1cccc(C2CC2)n1. The result is 1 (blocker). (4) The drug is CC(C)c1nnc2ccc(-c3ocnc3-c3ccc(F)cc3Cl)cn12. The result is 1 (blocker). (5) The drug is CN(C)C(=N)c1ccc(C(=O)Nc2ccc(Cl)cc2C(=O)Nc2ccc(Cl)cn2)c(N2CCCCC2C(=O)O)c1. The result is 1 (blocker). (6) The drug is CN(C(=O)Cc1ccc(-n2cnnn2)cc1)C1CCN(Cc2nc3c(s2)CCCC3)CC1. The result is 1 (blocker). (7) The drug is CNCCCC1c2ccccc2C=Cc2ccccc21. The result is 1 (blocker). (8) The molecule is CNCc1cc(NS(C)(=O)=O)ccc1Oc1ccc(Cl)cc1C. The result is 1 (blocker). (9) The result is 0 (non-blocker). The drug is Cc1ncc(-c2nc(Nc3ccc(C(=O)N4CCC(N(C)C)C4)cc3)ncc2F)n1C(C)C. (10) The molecule is O=C(O[C@@H](C(=O)N1N=CC[C@H]1C(=O)NCc1cc(Cl)ccc1-n1cnnn1)c1ccc(F)cc1)c1ccccc1. The result is 1 (blocker).